Dataset: hERG potassium channel inhibition data for cardiac toxicity prediction from Karim et al.. Task: Regression/Classification. Given a drug SMILES string, predict its toxicity properties. Task type varies by dataset: regression for continuous values (e.g., LD50, hERG inhibition percentage) or binary classification for toxic/non-toxic outcomes (e.g., AMES mutagenicity, cardiotoxicity, hepatotoxicity). Dataset: herg_karim. (1) The compound is Cc1cccc(C)c1C(=O)N1CCC(N2CC[C@@H](N(Cc3ccccc3)C(=O)C3CC3)C2)CC1. The result is 1 (blocker). (2) The drug is c1cc(-c2sc(-c3ccncc3)c(-c3ccncc3)c2-c2ccncc2)ccn1. The result is 0 (non-blocker).